From a dataset of Forward reaction prediction with 1.9M reactions from USPTO patents (1976-2016). Predict the product of the given reaction. (1) Given the reactants C(O[C:4]([C:6]1[C:7]2[S:15][CH:14]=[C:13]([CH2:16][O:17][C:18]3[CH:26]=[CH:25][C:21]4[O:22][CH2:23][O:24][C:20]=4[CH:19]=3)[C:8]=2[C:9]([NH2:12])=[N:10][CH:11]=1)=[O:5])C.[CH2:27]([CH2:29][NH2:30])[OH:28], predict the reaction product. The product is: [OH:28][CH2:27][CH2:29][NH:30][C:4]([C:6]1[C:7]2[S:15][CH:14]=[C:13]([CH2:16][O:17][C:18]3[CH:26]=[CH:25][C:21]4[O:22][CH2:23][O:24][C:20]=4[CH:19]=3)[C:8]=2[C:9]([NH2:12])=[N:10][CH:11]=1)=[O:5]. (2) Given the reactants Cl[C:2]1[CH:3]=[C:4]([CH3:8])[CH:5]=[CH:6][CH:7]=1.[CH2:9]([NH:13][CH2:14][CH2:15][CH2:16][CH3:17])[CH2:10][CH2:11][CH3:12].CC(C)([O-])C.[Na+], predict the reaction product. The product is: [CH2:9]([N:13]([CH2:14][CH2:15][CH2:16][CH3:17])[C:2]1[CH:7]=[CH:6][CH:5]=[C:4]([CH3:8])[CH:3]=1)[CH2:10][CH2:11][CH3:12]. (3) Given the reactants [F:1][C:2]1([F:24])[C@@:7]2([C:21]3[C:16](=[CH:17][CH:18]=[C:19]([NH2:22])[CH:20]=3)[O:15][C@:9]3([CH2:14][CH2:13][CH2:12][O:11][CH2:10]3)[CH2:8]2)[N:6]=[C:5]([NH2:23])[O:4][CH2:3]1.[C:25]([C:27]1[CH:28]=[CH:29][C:30]([C:33](O)=[O:34])=[N:31][CH:32]=1)#[N:26], predict the reaction product. The product is: [NH2:23][C:5]1[O:4][CH2:3][C:2]([F:1])([F:24])[C@:7]2([N:6]=1)[C:21]1[C:16](=[CH:17][CH:18]=[C:19]([NH:22][C:33]([C:30]3[CH:29]=[CH:28][C:27]([C:25]#[N:26])=[CH:32][N:31]=3)=[O:34])[CH:20]=1)[O:15][C@:9]1([CH2:14][CH2:13][CH2:12][O:11][CH2:10]1)[CH2:8]2. (4) Given the reactants [CH:1]([C:3]1[CH:11]=[CH:10][C:6]([C:7]([OH:9])=O)=[CH:5][CH:4]=1)=[O:2].N1C2C(=NC=CC=2)N(O)N=1.CN(C(ON1N=NC2C=CC=NC1=2)=[N+](C)C)C.F[P-](F)(F)(F)(F)F.CCN(C(C)C)C(C)C.[NH:55]1[CH2:60][CH2:59][O:58][CH2:57][CH2:56]1, predict the reaction product. The product is: [N:55]1([C:7]([C:6]2[CH:5]=[CH:4][C:3]([CH:1]=[O:2])=[CH:11][CH:10]=2)=[O:9])[CH2:60][CH2:59][O:58][CH2:57][CH2:56]1. (5) The product is: [Br:1][C:2]1[C:7]([CH3:8])=[CH:6][C:5]([O:9][CH:12]2[CH2:13][CH2:14][CH2:15][CH2:16][O:11]2)=[CH:4][C:3]=1[CH3:10]. Given the reactants [Br:1][C:2]1[C:7]([CH3:8])=[CH:6][C:5]([OH:9])=[CH:4][C:3]=1[CH3:10].[O:11]1[CH:16]=[CH:15][CH2:14][CH2:13][CH2:12]1.CC1C=CC(S(O)(=O)=O)=CC=1.N1C=CC=CC=1, predict the reaction product. (6) Given the reactants [OH:1][C@H:2]1[CH2:6][N:5]([C:7]([O:9][C:10]([CH3:13])([CH3:12])[CH3:11])=[O:8])[C@H:4]([C:14]([O:16][CH3:17])=[O:15])[CH2:3]1.[Cr](Cl)([O-])(=O)=O.[NH+]1C=CC=CC=1, predict the reaction product. The product is: [O:1]=[C:2]1[CH2:6][N:5]([C:7]([O:9][C:10]([CH3:11])([CH3:12])[CH3:13])=[O:8])[C@H:4]([C:14]([O:16][CH3:17])=[O:15])[CH2:3]1. (7) Given the reactants C1(C)C=CC=CC=1.CO.[CH3:10][O:11][CH2:12][CH2:13][O:14][C:15]1[CH:20]=[C:19]2[C:21]([NH:25][C:26]3[CH:31]=[C:30]([C:32]#[CH:33])[CH:29]=[CH:28][CH:27]=3)=[N:22][CH:23]=[N:24][C:18]2=[CH:17][C:16]=1[O:34][CH2:35][CH2:36][O:37][CH3:38].[ClH:39], predict the reaction product. The product is: [CH3:10][O:11][CH2:12][CH2:13][O:14][C:15]1[CH:20]=[C:19]2[C:21]([NH:25][C:26]3[CH:27]=[CH:28][CH:29]=[C:30]([C:32]#[CH:33])[CH:31]=3)=[N:22][CH:23]=[N:24][C:18]2=[CH:17][C:16]=1[O:34][CH2:35][CH2:36][O:37][CH3:38].[ClH:39]. (8) Given the reactants [Cl:1][C:2]1[CH:3]=[C:4]2[C:8](=[CH:9][CH:10]=1)[N:7]([C:11]([O:13][C:14]([CH3:17])([CH3:16])[CH3:15])=[O:12])[CH:6]([CH2:18][OH:19])[CH2:5]2.[H-].[Na+].[CH3:22]I.O, predict the reaction product. The product is: [Cl:1][C:2]1[CH:3]=[C:4]2[C:8](=[CH:9][CH:10]=1)[N:7]([C:11]([O:13][C:14]([CH3:15])([CH3:16])[CH3:17])=[O:12])[CH:6]([CH2:18][O:19][CH3:22])[CH2:5]2.